From a dataset of Forward reaction prediction with 1.9M reactions from USPTO patents (1976-2016). Predict the product of the given reaction. Given the reactants [NH2:1][CH2:2][CH2:3][C:4]1[CH:9]=[CH:8][CH:7]=[CH:6][N:5]=1.[C:10]([O:14][C:15]([N:17]1[C@@H:21]([C@H:22]([O:29][Si:30]([C:33]([CH3:36])([CH3:35])[CH3:34])([CH3:32])[CH3:31])[C:23]2[CH:28]=[CH:27][CH:26]=[CH:25][CH:24]=2)[CH2:20][CH2:19][C@H:18]1[CH2:37][C:38]1[CH:46]=[CH:45][C:41]([C:42](O)=[O:43])=[CH:40][CH:39]=1)=[O:16])([CH3:13])([CH3:12])[CH3:11].CN(C(ON1N=NC2C=CC=NC1=2)=[N+](C)C)C.F[P-](F)(F)(F)(F)F.CCN(C(C)C)C(C)C, predict the reaction product. The product is: [Si:30]([O:29][C@H:22]([C:23]1[CH:24]=[CH:25][CH:26]=[CH:27][CH:28]=1)[C@H:21]1[CH2:20][CH2:19][C@@H:18]([CH2:37][C:38]2[CH:39]=[CH:40][C:41]([C:42](=[O:43])[NH:1][CH2:2][CH2:3][C:4]3[CH:9]=[CH:8][CH:7]=[CH:6][N:5]=3)=[CH:45][CH:46]=2)[N:17]1[C:15]([O:14][C:10]([CH3:11])([CH3:12])[CH3:13])=[O:16])([C:33]([CH3:34])([CH3:35])[CH3:36])([CH3:32])[CH3:31].